This data is from Catalyst prediction with 721,799 reactions and 888 catalyst types from USPTO. The task is: Predict which catalyst facilitates the given reaction. (1) Reactant: [Br:1][C:2]1[CH:8]=[CH:7][C:5]([NH2:6])=[CH:4][C:3]=1[O:9][CH3:10].[F:11][C:12]([F:22])([F:21])[C:13]1[CH:14]=[C:15]([CH:18]=[CH:19][CH:20]=1)[CH:16]=O.O=[C:24]([CH2:28][CH3:29])[C:25]([OH:27])=[O:26]. Product: [Br:1][C:2]1[CH:8]=[C:7]2[C:5](=[CH:4][C:3]=1[O:9][CH3:10])[N:6]=[C:16]([C:15]1[CH:18]=[CH:19][CH:20]=[C:13]([C:12]([F:22])([F:21])[F:11])[CH:14]=1)[C:28]([CH3:29])=[C:24]2[C:25]([OH:27])=[O:26]. The catalyst class is: 8. (2) Reactant: C([O:8][C:9]1[C:10]([CH3:22])=[N:11][C:12]([N:17]2[CH2:21][CH2:20][CH2:19][CH2:18]2)=[C:13]([CH3:16])[C:14]=1[CH3:15])C1C=CC=CC=1. Product: [CH3:22][C:10]1[C:9]([OH:8])=[C:14]([CH3:15])[C:13]([CH3:16])=[C:12]([N:17]2[CH2:21][CH2:20][CH2:19][CH2:18]2)[N:11]=1. The catalyst class is: 43.